This data is from hERG potassium channel inhibition data for cardiac toxicity prediction from Karim et al.. The task is: Regression/Classification. Given a drug SMILES string, predict its toxicity properties. Task type varies by dataset: regression for continuous values (e.g., LD50, hERG inhibition percentage) or binary classification for toxic/non-toxic outcomes (e.g., AMES mutagenicity, cardiotoxicity, hepatotoxicity). Dataset: herg_karim. (1) The molecule is COc1ccc(-c2ccc(NC(=O)Nc3cccc(C(F)(F)F)c3)cc2)c2c(N)noc12. The result is 0 (non-blocker). (2) The molecule is O=C(NCC(=O)N1CC[C@H](N[C@H]2CC[C@@](O)(c3ccc(-c4cccnc4)cn3)CC2)C1)c1cccc(C(F)(F)F)c1. The result is 0 (non-blocker).